Dataset: Forward reaction prediction with 1.9M reactions from USPTO patents (1976-2016). Task: Predict the product of the given reaction. (1) The product is: [Cl:8][C:6]1[CH:5]=[C:4]([C:13]2[CH:14]=[CH:15][C:10]([Cl:9])=[CH:11][CH:12]=2)[N:3]=[CH:2][N:7]=1. Given the reactants Cl[C:2]1[N:7]=[C:6]([Cl:8])[CH:5]=[CH:4][N:3]=1.[Cl:9][C:10]1[CH:15]=[CH:14][C:13](B(O)O)=[CH:12][CH:11]=1.C([O-])([O-])=O.[Na+].[Na+].CCOC(C)=O, predict the reaction product. (2) Given the reactants [OH:1][C:2]1[CH:7]=[CH:6][C:5]([CH:8]=[CH:9][C:10]2[CH:15]=[CH:14][C:13]([OH:16])=[CH:12][CH:11]=2)=[CH:4][CH:3]=1, predict the reaction product. The product is: [OH:1][C:2]1[CH:3]=[CH:4][C:5]([CH2:8][CH2:9][C:10]2[CH:15]=[CH:14][C:13]([OH:16])=[CH:12][CH:11]=2)=[CH:6][CH:7]=1. (3) Given the reactants [OH:1][C@@H:2]([C:6]1[CH:14]=[CH:13][C:9]([C:10]([OH:12])=O)=[CH:8][CH:7]=1)[CH2:3][CH2:4][CH3:5].Cl.[NH2:16][CH2:17][CH2:18][C:19]([O:21][CH2:22][CH3:23])=[O:20].F[P-](F)(F)(F)(F)F.N1(OC(N(C)C)=[N+](C)C)C2N=CC=CC=2N=N1.C(N(C(C)C)CC)(C)C, predict the reaction product. The product is: [OH:1][C@@H:2]([C:6]1[CH:7]=[CH:8][C:9]([C:10]([NH:16][CH:17]=[CH:18][C:19]([O:21][CH2:22][CH3:23])=[O:20])=[O:12])=[CH:13][CH:14]=1)[CH2:3][CH2:4][CH3:5]. (4) Given the reactants [Cl:1][C:2]1[C:9]([O:10][C:11]2[C:19]3[N:18]=[N:17][N:16]([CH2:20][C:21]4[C:29]5[C:24](=[N:25][C:26]([NH:30]CC6C=CC(OC)=CC=6)=[CH:27][CH:28]=5)[N:23](CC5C=CC(OC)=CC=5)[N:22]=4)[C:15]=3[CH:14]=[CH:13][C:12]=2[Cl:49])=[CH:8][C:7]([Cl:50])=[CH:6][C:3]=1[C:4]#[N:5], predict the reaction product. The product is: [NH2:30][C:26]1[N:25]=[C:24]2[NH:23][N:22]=[C:21]([CH2:20][N:16]3[C:15]4[CH:14]=[CH:13][C:12]([Cl:49])=[C:11]([O:10][C:9]5[C:2]([Cl:1])=[C:3]([CH:6]=[C:7]([Cl:50])[CH:8]=5)[C:4]#[N:5])[C:19]=4[N:18]=[N:17]3)[C:29]2=[CH:28][CH:27]=1. (5) The product is: [O:11]1[CH2:12][CH2:13][CH2:14][CH:8]([C:7]2[C:2]([O:31][C:28]3[CH:27]=[CH:26][C:25]([NH:24][C:16]4[S:15][C:19]5[CH:20]=[CH:21][CH:22]=[CH:23][C:18]=5[N:17]=4)=[CH:30][CH:29]=3)=[N:3][CH:4]=[CH:5][CH:6]=2)[CH2:9][CH2:10]1. Given the reactants F[C:2]1[C:7]([CH:8]2[CH2:14][CH2:13][CH2:12][O:11][CH2:10][CH2:9]2)=[CH:6][CH:5]=[CH:4][N:3]=1.[S:15]1[C:19]2[CH:20]=[CH:21][CH:22]=[CH:23][C:18]=2[N:17]=[C:16]1[NH:24][C:25]1[CH:30]=[CH:29][C:28]([OH:31])=[CH:27][CH:26]=1.C(=O)([O-])[O-].[Cs+].[Cs+], predict the reaction product. (6) Given the reactants [F:1][C:2]([F:39])([F:38])[C:3]1[CH:4]=[C:5]([NH:9][C:10]([C:12]2[C:21]3[C:16](=[CH:17][C:18]([O:22][C:23]4[CH:28]=[C:27]([CH2:29][O:30]CC5C=CC=CC=5)[N:26]=[CH:25][N:24]=4)=[CH:19][CH:20]=3)[CH:15]=[CH:14][CH:13]=2)=[O:11])[CH:6]=[CH:7][CH:8]=1.CS(O)(=O)=O.[OH-].[Na+], predict the reaction product. The product is: [F:39][C:2]([F:1])([F:38])[C:3]1[CH:4]=[C:5]([NH:9][C:10]([C:12]2[C:21]3[C:16](=[CH:17][C:18]([O:22][C:23]4[CH:28]=[C:27]([CH2:29][OH:30])[N:26]=[CH:25][N:24]=4)=[CH:19][CH:20]=3)[CH:15]=[CH:14][CH:13]=2)=[O:11])[CH:6]=[CH:7][CH:8]=1.